This data is from Acute oral toxicity (LD50) regression data from Zhu et al.. The task is: Regression/Classification. Given a drug SMILES string, predict its toxicity properties. Task type varies by dataset: regression for continuous values (e.g., LD50, hERG inhibition percentage) or binary classification for toxic/non-toxic outcomes (e.g., AMES mutagenicity, cardiotoxicity, hepatotoxicity). Dataset: ld50_zhu. (1) The rat oral LD50 is 2.83, given as -log10 of the dose in mol/kg body weight (higher means more acutely toxic). The compound is CCOC(=O)CCl. (2) The drug is CCCCC(=O)OCC(=O)C1(O)C(C)CC2C3CCC4=CC(=O)C=CC4(C)C3(F)C(O)CC21C. The rat oral LD50 is 3.18, given as -log10 of the dose in mol/kg body weight (higher means more acutely toxic). (3) The molecule is CC(C)N(Cc1ccccc1)C(=O)C(C)(C)C. The rat oral LD50 is 1.59, given as -log10 of the dose in mol/kg body weight (higher means more acutely toxic). (4) The drug is COC(=O)Cc1cccc2ccccc12. The rat oral LD50 is 2.02, given as -log10 of the dose in mol/kg body weight (higher means more acutely toxic). (5) The drug is Cc1c(-c2c(C)c(N)c3c(C(C)C)c(O)c(O)c(C=O)c3c2O)c(O)c2c(C=O)c(O)c(O)c(C(C)C)c2c1N. The rat oral LD50 is 2.23, given as -log10 of the dose in mol/kg body weight (higher means more acutely toxic). (6) The molecule is Cc1c(C)c2c(c(C)c1OC(=O)C(C)(C)Oc1ccc(Cl)cc1)CCC(C)(CCCC(C)CCCC(C)CCCC(C)C)O2. The rat oral LD50 is 1.62, given as -log10 of the dose in mol/kg body weight (higher means more acutely toxic). (7) The rat oral LD50 is 1.68, given as -log10 of the dose in mol/kg body weight (higher means more acutely toxic). The molecule is COC(Cc1ccccc1)OC.